This data is from Forward reaction prediction with 1.9M reactions from USPTO patents (1976-2016). The task is: Predict the product of the given reaction. (1) Given the reactants [F:1][C:2]([F:34])([F:33])[C:3]1[CH:4]=[C:5]([CH:26]=[C:27]([C:29]([F:32])([F:31])[F:30])[CH:28]=1)[C:6]([N:8]1[CH2:25][CH2:24][C:11]2([N:15]([C:16]3[CH:21]=[CH:20][CH:19]=[CH:18][C:17]=3[CH3:22])[CH2:14][NH:13][C:12]2=[O:23])[CH2:10][CH2:9]1)=[O:7].[CH2:35]([OH:37])[CH3:36], predict the reaction product. The product is: [F:34][C:2]([F:1])([F:33])[C:3]1[CH:4]=[C:5]([CH:26]=[C:27]([C:29]([F:32])([F:31])[F:30])[CH:28]=1)[C:6]([N:8]1[CH2:25][CH2:24][C:11]2([N:15]([C:16]3[CH:21]=[CH:20][CH:19]=[CH:18][C:17]=3[CH3:22])[CH2:14][N:13]([CH2:36][CH2:35][OH:37])[C:12]2=[O:23])[CH2:10][CH2:9]1)=[O:7]. (2) Given the reactants C(OC([N:8]([C:16]1[N:17]=[CH:18][CH:19]=[C:20]2[CH:24]=[C:23]([Sn](C)(C)C)[O:22][C:21]=12)C(OC(C)(C)C)=O)=O)(C)(C)C.Br[C:30]1[N:34]2[CH:35]=[CH:36][N:37]=[CH:38][C:33]2=[N:32][CH:31]=1.[F-].[Cs+], predict the reaction product. The product is: [N:32]1[CH:31]=[C:30]([C:23]2[O:22][C:21]3=[C:16]([NH2:8])[N:17]=[CH:18][CH:19]=[C:20]3[CH:24]=2)[N:34]2[CH:35]=[CH:36][N:37]=[CH:38][C:33]=12. (3) Given the reactants [CH2:1](O)[CH2:2][CH2:3][CH2:4][CH2:5][CH2:6][CH:7]=[CH:8][CH:9]=[CH:10][CH2:11][CH3:12].C(N(CCCC)CCCC)CCC.CN(C)C=O.CS([Cl:36])(=O)=O, predict the reaction product. The product is: [Cl:36][CH2:1][CH2:2][CH2:3][CH2:4][CH2:5][CH2:6][CH:7]=[CH:8][CH:9]=[CH:10][CH2:11][CH3:12]. (4) Given the reactants [Cl:1][C:2]1[CH:3]=[C:4]([NH:9][C:10]2[C:19]3[C:14](=[CH:15][C:16]([O:27][CH3:28])=[C:17]([NH:20][C:21](=[O:26])[CH:22]=[CH:23][CH2:24]Cl)[CH:18]=3)[N:13]=[CH:12][N:11]=2)[CH:5]=[CH:6][C:7]=1[F:8].[NH:29]1[CH2:35][CH2:34][CH2:33][CH2:32][CH2:31][CH2:30]1, predict the reaction product. The product is: [Cl:1][C:2]1[CH:3]=[C:4]([NH:9][C:10]2[C:19]3[C:14](=[CH:15][C:16]([O:27][CH3:28])=[C:17]([NH:20][C:21](=[O:26])[CH:22]=[CH:23][CH2:24][N:29]4[CH2:35][CH2:34][CH2:33][CH2:32][CH2:31][CH2:30]4)[CH:18]=3)[N:13]=[CH:12][N:11]=2)[CH:5]=[CH:6][C:7]=1[F:8]. (5) Given the reactants [C:1]([O:5][C:6]([N:8]1[CH2:15][CH:14]2[CH:10]([CH2:11][C:12]([C:16]([O:18]C)=[O:17])=[CH:13]2)[CH2:9]1)=[O:7])([CH3:4])([CH3:3])[CH3:2].[OH-].[Li+], predict the reaction product. The product is: [C:1]([O:5][C:6]([N:8]1[CH2:9][CH:10]2[CH:14]([CH2:13][C:12]([C:16]([OH:18])=[O:17])=[CH:11]2)[CH2:15]1)=[O:7])([CH3:4])([CH3:2])[CH3:3]. (6) The product is: [CH3:10][O:11][C:12]1[CH:18]=[CH:17][C:15]([NH:16][C:1]([C:2]2[CH:3]=[N:4][CH:5]=[CH:6][CH:7]=2)=[O:8])=[C:14]([N+:19]([O-:21])=[O:20])[CH:13]=1. Given the reactants [C:1](Cl)(=[O:8])[C:2]1[CH:7]=[CH:6][CH:5]=[N:4][CH:3]=1.[CH3:10][O:11][C:12]1[CH:18]=[CH:17][C:15]([NH2:16])=[C:14]([N+:19]([O-:21])=[O:20])[CH:13]=1, predict the reaction product.